This data is from Reaction yield outcomes from USPTO patents with 853,638 reactions. The task is: Predict the reaction yield, written as a fraction of the theoretical maximum amount of product (1.0 means a 100% yield; for example, 0.34 means a 34% yield). (1) The reactants are [C:1]1([CH:7]([C:19]2[CH:24]=[CH:23][CH:22]=[CH:21][CH:20]=2)[CH2:8][N:9](C2C=CC=CC=2)[C:10](=[O:12])[O-])[CH:6]=[CH:5][CH:4]=[CH:3][CH:2]=1.[CH3:25][C:26]1[CH:27]=[C:28]([N:33]2[CH2:38][CH2:37][NH:36][CH2:35][CH2:34]2)[CH:29]=[C:30]([CH3:32])[CH:31]=1.C1CCN2C(=NCCC2)CC1. The catalyst is C1COCC1. The product is [C:19]1([CH:7]([C:1]2[CH:2]=[CH:3][CH:4]=[CH:5][CH:6]=2)[CH2:8][NH:9][C:10]([N:36]2[CH2:37][CH2:38][N:33]([C:28]3[CH:29]=[C:30]([CH3:32])[CH:31]=[C:26]([CH3:25])[CH:27]=3)[CH2:34][CH2:35]2)=[O:12])[CH:20]=[CH:21][CH:22]=[CH:23][CH:24]=1. The yield is 0.662. (2) The reactants are [Cl:1][C:2]1[CH:24]=[CH:23][CH:22]=[C:21]([Cl:25])[C:3]=1[CH2:4][CH:5]1[CH2:9][CH2:8][N:7]([CH:10]2[CH2:15][CH2:14][CH:13]([CH2:16][C:17](O)=[O:18])[CH2:12][CH2:11]2)[C:6]1=[O:20].C(N1C=CN=C1)(N1C=CN=C1)=O.[F:38][C:39]1[CH:48]=[CH:47][C:42]([C:43](=[N:45]O)[NH2:44])=[CH:41][CH:40]=1. The catalyst is ClCCl. The product is [Cl:1][C:2]1[CH:24]=[CH:23][CH:22]=[C:21]([Cl:25])[C:3]=1[CH2:4][CH:5]1[CH2:9][CH2:8][N:7]([CH:10]2[CH2:11][CH2:12][CH:13]([CH2:16][C:17]3[O:18][N:45]=[C:43]([C:42]4[CH:47]=[CH:48][C:39]([F:38])=[CH:40][CH:41]=4)[N:44]=3)[CH2:14][CH2:15]2)[C:6]1=[O:20]. The yield is 0.690. (3) The reactants are [Cl:1][C:2]1[CH:35]=[CH:34][CH:33]=[CH:32][C:3]=1[C:4]([NH:6]C(=O)NC1SC2C=C(S(CCN3CCCC3COC)(=O)=O)C=CC=2N=1)=[O:5].[NH3:36]. The catalyst is CO. The product is [Cl:1][C:2]1[CH:35]=[CH:34][C:33]([N:36]2[C:2]([CH3:35])=[CH:3][CH:4]=[N:6]2)=[CH:32][C:3]=1[C:4]([NH2:6])=[O:5]. The yield is 0.760.